Dataset: Full USPTO retrosynthesis dataset with 1.9M reactions from patents (1976-2016). Task: Predict the reactants needed to synthesize the given product. (1) Given the product [NH2:1][C:2]1[N:3]=[CH:4][N:5]=[C:6]([NH:10][C@H:11]([C:13]2[N:22]([CH2:23][CH2:24][CH2:25][NH:26][C:53](=[O:55])[CH3:54])[C:21](=[O:27])[C:20]3[C:15](=[CH:16][CH:17]=[CH:18][C:19]=3[Cl:28])[N:14]=2)[CH3:12])[C:7]=1[C:8]#[N:9], predict the reactants needed to synthesize it. The reactants are: [NH2:1][C:2]1[C:7]([C:8]#[N:9])=[C:6]([NH:10][C@H:11]([C:13]2[N:22]([CH2:23][CH2:24][CH2:25][NH2:26])[C:21](=[O:27])[C:20]3[C:15](=[CH:16][CH:17]=[CH:18][C:19]=3[Cl:28])[N:14]=2)[CH3:12])[N:5]=[CH:4][N:3]=1.CN(C(ON1N=NC2C=CC=NC1=2)=[N+](C)C)C.F[P-](F)(F)(F)(F)F.[C:53](O)(=[O:55])[CH3:54].CCN(C(C)C)C(C)C. (2) Given the product [Cl:1][C:2]1[CH:3]=[C:4]([C:25]2[C:26]([CH3:40])=[CH:27][C:28]([O:31][CH2:32][C:33]3([C:37]([OH:39])=[O:38])[CH2:36][CH2:35][CH2:34]3)=[N:29][CH:30]=2)[CH:5]=[CH:6][C:7]=1[C:8]1[NH:12][C:11]([C:13]([F:14])([F:16])[F:15])=[CH:10][N:9]=1, predict the reactants needed to synthesize it. The reactants are: [Cl:1][C:2]1[CH:3]=[C:4]([C:25]2[C:26]([CH3:40])=[CH:27][C:28]([O:31][CH2:32][C:33]3([C:37]([OH:39])=[O:38])[CH2:36][CH2:35][CH2:34]3)=[N:29][CH:30]=2)[CH:5]=[CH:6][C:7]=1[C:8]1[N:9](COCC[Si](C)(C)C)[CH:10]=[C:11]([C:13]([F:16])([F:15])[F:14])[N:12]=1. (3) Given the product [CH:35]1([CH2:34][N:10]2[C:11]3[C:7](=[CH:6][CH:5]=[C:4]([O:3][CH2:1][CH3:2])[CH:12]=3)[CH:8]=[C:9]2[C:13]2[CH:14]=[CH:15][C:16]([N+:19]([O-:21])=[O:20])=[CH:17][CH:18]=2)[CH2:37][CH2:36]1, predict the reactants needed to synthesize it. The reactants are: [CH2:1]([O:3][C:4]1[CH:12]=[C:11]2[C:7]([CH:8]=[C:9]([C:13]3[CH:18]=[CH:17][C:16]([N+:19]([O-:21])=[O:20])=[CH:15][CH:14]=3)[NH:10]2)=[CH:6][CH:5]=1)[CH3:2].C([O-])([O-])=O.[Cs+].[Cs+].CN(C=O)C.Br[CH2:34][CH:35]1[CH2:37][CH2:36]1.